From a dataset of Forward reaction prediction with 1.9M reactions from USPTO patents (1976-2016). Predict the product of the given reaction. (1) The product is: [F:1][C:2]1[CH:3]=[C:4]([C:8]2[CH:16]=[CH:15][CH:14]=[C:13]3[C:9]=2/[C:10](=[CH:18]/[C:19]2[NH:20][C:28]([CH3:29])=[CH:22][C:23]=2[C:24]([N:40]2[CH2:32][CH2:33][CH2:34][C@@H:35]2[CH2:36][N:38]2[CH2:6][CH2:7][C@H:2]([F:1])[CH2:3]2)=[O:25])/[C:11](=[O:17])[NH:12]3)[CH:5]=[CH:6][CH:7]=1. Given the reactants [F:1][C:2]1[CH:3]=[C:4]([C:8]2[CH:16]=[CH:15][CH:14]=[C:13]3[C:9]=2/[C:10](=[CH:18]/[C:19]2[NH:20]C(C)=[CH:22][C:23]=2[C:24](O)=[O:25])/[C:11](=[O:17])[NH:12]3)[CH:5]=[CH:6][CH:7]=1.[CH2:28](Cl)[CH2:29]Cl.[CH:32]1[CH:33]=[CH:34][C:35]2[N:40](O)N=[N:38][C:36]=2C=1, predict the reaction product. (2) Given the reactants Br[C:2]1[CH:10]=[CH:9][CH:8]=[C:7]2[C:3]=1[C:4]([C:15]([N:17]1[CH2:22][CH2:21][CH:20]([C:23]3[CH:24]=[C:25]([CH:34]=[CH:35][C:36]=3[F:37])[CH2:26][NH:27][C:28](=[O:33])[C:29]([F:32])([F:31])[F:30])[CH2:19][CH2:18]1)=[O:16])=[CH:5][N:6]2[CH2:11][CH2:12][O:13][CH3:14].[CH3:38][C:39]1[CH:40]=[C:41](B(O)O)[CH:42]=[N:43][CH:44]=1.C(=O)([O-])[O-].[Cs+].[Cs+].C(Cl)Cl, predict the reaction product. The product is: [F:30][C:29]([F:32])([F:31])[C:28]([NH:27][CH2:26][C:25]1[CH:34]=[CH:35][C:36]([F:37])=[C:23]([CH:20]2[CH2:19][CH2:18][N:17]([C:15]([C:4]3[C:3]4[C:7](=[CH:8][CH:9]=[CH:10][C:2]=4[C:41]4[CH:42]=[N:43][CH:44]=[C:39]([CH3:38])[CH:40]=4)[N:6]([CH2:11][CH2:12][O:13][CH3:14])[CH:5]=3)=[O:16])[CH2:22][CH2:21]2)[CH:24]=1)=[O:33]. (3) The product is: [C:1]1([S:7][CH:23]2[CH2:22][N:21]([C:14]([O:16][C:17]([CH3:20])([CH3:19])[CH3:18])=[O:15])[CH2:24]2)[CH:6]=[CH:5][CH:4]=[CH:3][CH:2]=1. Given the reactants [C:1]1([SH:7])[CH:6]=[CH:5][CH:4]=[CH:3][CH:2]=1.C([O-])([O-])=O.[K+].[K+].[C:14]([N:21]1[CH2:24][CH:23](I)[CH2:22]1)([O:16][C:17]([CH3:20])([CH3:19])[CH3:18])=[O:15], predict the reaction product. (4) The product is: [Cl:1][C:2]1[CH:3]=[N:4][CH:5]=[C:6]([Cl:24])[C:7]=1[S:8][C:9]1[S:13][C:12]([C:14]([NH:16][CH2:17][CH2:18][CH2:19][N:25]2[CH2:30][CH2:29][CH:28]([CH2:31][OH:32])[CH2:27][CH2:26]2)=[O:15])=[CH:11][C:10]=1[N+:21]([O-:23])=[O:22]. Given the reactants [Cl:1][C:2]1[CH:3]=[N:4][CH:5]=[C:6]([Cl:24])[C:7]=1[S:8][C:9]1[S:13][C:12]([C:14]([NH:16][CH2:17][CH2:18][CH:19]=O)=[O:15])=[CH:11][C:10]=1[N+:21]([O-:23])=[O:22].[NH:25]1[CH2:30][CH2:29][CH:28]([CH2:31][OH:32])[CH2:27][CH2:26]1, predict the reaction product. (5) Given the reactants F[C:2]1[C:3]([C:8]([O:10][CH2:11][CH3:12])=[O:9])=[N:4][CH:5]=[CH:6][CH:7]=1.Cl.[CH2:14]([NH2:16])[CH3:15], predict the reaction product. The product is: [CH2:14]([NH:16][C:2]1[C:3]([C:8]([O:10][CH2:11][CH3:12])=[O:9])=[N:4][CH:5]=[CH:6][CH:7]=1)[CH3:15].